This data is from Reaction yield outcomes from USPTO patents with 853,638 reactions. The task is: Predict the reaction yield, written as a fraction of the theoretical maximum amount of product (1.0 means a 100% yield; for example, 0.34 means a 34% yield). (1) The reactants are [Cl:1][C:2]1[CH:3]=[C:4]([C:9](=O)[CH2:10][C:11](=O)[C:12]([F:15])([F:14])[F:13])[CH:5]=[CH:6][C:7]=1[F:8].[NH2:18][C:19]1[C:23]([C:24]#[N:25])=[C:22]([CH3:26])[NH:21][N:20]=1. No catalyst specified. The product is [Cl:1][C:2]1[CH:3]=[C:4]([C:9]2[CH:10]=[C:11]([C:12]([F:15])([F:14])[F:13])[N:20]3[N:21]=[C:22]([CH3:26])[C:23]([C:24]#[N:25])=[C:19]3[N:18]=2)[CH:5]=[CH:6][C:7]=1[F:8]. The yield is 0.690. (2) The reactants are Cl[C:2]1N=C(Cl)C=C[C:3]=1C(N)=O.CC1(C)C(C)(C)OB(C2CCN(C(OC(C)(C)C)=O)CC=2)O1.[CH3:34][C@H:35]1[CH2:40][N:39]([C:41]2[N:46]=[CH:45][C:44]([NH2:47])=[CH:43][CH:42]=2)[CH2:38][C@@H:37]([CH3:48])[O:36]1.C(O)(=O)C=C.[C:54]([C:57]1[CH:58]=[CH:59][C:60]([C:77]2[CH2:82][CH2:81][N:80]([C:83]([O:85]C(C)(C)C)=O)[CH2:79][CH:78]=2)=[N:61][C:62]=1NC1C=CC(CCN2CCCC2)=CC=1)(=[O:56])[NH2:55]. No catalyst specified. The product is [C:83]([N:80]1[CH2:79][CH2:78][CH:77]([C:60]2[CH:59]=[CH:58][C:57]([C:54]([NH2:55])=[O:56])=[C:62]([NH:47][C:44]3[CH:45]=[N:46][C:41]([N:39]4[CH2:38][C@H:37]([CH3:48])[O:36][C@H:35]([CH3:34])[CH2:40]4)=[CH:42][CH:43]=3)[N:61]=2)[CH2:82][CH2:81]1)(=[O:85])[CH:2]=[CH2:3]. The yield is 0.380. (3) The reactants are [CH3:1][O:2][C:3]([C:5]1[CH:13]=[C:12]2[C:8]([C:9]([C:16]([OH:18])=O)=[CH:10][N:11]2[CH2:14][CH3:15])=[CH:7][CH:6]=1)=[O:4].C(Cl)Cl.C(Cl)(=O)C(Cl)=O.[NH4+:28].[OH-]. The catalyst is CN(C=O)C. The product is [CH3:1][O:2][C:3]([C:5]1[CH:13]=[C:12]2[C:8]([C:9]([C:16]([NH2:28])=[O:18])=[CH:10][N:11]2[CH2:14][CH3:15])=[CH:7][CH:6]=1)=[O:4]. The yield is 0.850.